Dataset: Reaction yield outcomes from USPTO patents with 853,638 reactions. Task: Predict the reaction yield, written as a fraction of the theoretical maximum amount of product (1.0 means a 100% yield; for example, 0.34 means a 34% yield). (1) The reactants are CCN(C(C)C)C(C)C.[NH:10]([C:12]([C:14]1([CH2:17][NH:18][C:19](=[O:25])[O:20][C:21]([CH3:24])([CH3:23])[CH3:22])[CH2:16][CH2:15]1)=[O:13])[NH2:11].[CH2:26]([O:33][N:34]1[C:40](=[O:41])[N:39]2[CH2:42][C@H:35]1[CH2:36][CH2:37][CH:38]2[C:43](O)=[O:44])[C:27]1[CH:32]=[CH:31][CH:30]=[CH:29][CH:28]=1.CN(C(ON1N=NC2C=CC=NC1=2)=[N+](C)C)C.F[P-](F)(F)(F)(F)F. The catalyst is C(Cl)Cl. The product is [C:21]([O:20][C:19](=[O:25])[NH:18][CH2:17][C:14]1([C:12]([NH:10][NH:11][C:43]([CH:38]2[CH2:37][CH2:36][C@@H:35]3[CH2:42][N:39]2[C:40](=[O:41])[N:34]3[O:33][CH2:26][C:27]2[CH:32]=[CH:31][CH:30]=[CH:29][CH:28]=2)=[O:44])=[O:13])[CH2:16][CH2:15]1)([CH3:22])([CH3:24])[CH3:23]. The yield is 0.850. (2) The reactants are [Cl:1][C:2]1[CH:3]=[C:4]([CH:8]=[CH:9][C:10]=1[O:11][C:12]1[CH:17]=[CH:16][C:15]([CH:18]=O)=[CH:14][CH:13]=1)[C:5]([NH2:7])=[O:6].[S:20]1[CH:24]=[CH:23][CH:22]=[C:21]1[CH2:25][CH2:26][NH2:27].[BH4-].[Na+]. The catalyst is CO. The product is [Cl:1][C:2]1[CH:3]=[C:4]([CH:8]=[CH:9][C:10]=1[O:11][C:12]1[CH:13]=[CH:14][C:15]([CH2:18][NH:27][CH2:26][CH2:25][C:21]2[S:20][CH:24]=[CH:23][CH:22]=2)=[CH:16][CH:17]=1)[C:5]([NH2:7])=[O:6]. The yield is 0.940. (3) The reactants are [NH:1]1[C:9]2[C:4](=[CH:5][CH:6]=[CH:7][C:8]=2[N:10]([CH3:15])[S:11]([CH3:14])(=[O:13])=[O:12])[CH:3]=[CH:2]1.[F:16][C:17]1[CH:22]=[CH:21][C:20]([C:23](O)([CH2:26][CH3:27])[CH2:24][CH3:25])=[CH:19][CH:18]=1.FC(F)(F)C(O)=O.C(=O)(O)[O-].[Na+]. The product is [CH2:24]([C:23]([C:3]1[C:4]2[C:9](=[C:8]([N:10]([CH3:15])[S:11]([CH3:14])(=[O:12])=[O:13])[CH:7]=[CH:6][CH:5]=2)[NH:1][CH:2]=1)([C:20]1[CH:19]=[CH:18][C:17]([F:16])=[CH:22][CH:21]=1)[CH2:26][CH3:27])[CH3:25]. The yield is 0.620. The catalyst is ClCCl.C(OCC)(=O)C. (4) The reactants are [O:1]1[C:5]2[CH:6]=[CH:7][C:8]([CH2:10][C:11]#[N:12])=[CH:9][C:4]=2[O:3]C1.B(Br)(Br)Br.O. The catalyst is C(Cl)Cl. The product is [OH:3][C:4]1[CH:9]=[C:8]([CH2:10][C:11]#[N:12])[CH:7]=[CH:6][C:5]=1[OH:1]. The yield is 0.540. (5) The reactants are CI.[F:3][C:4]([F:21])([F:20])[C:5]1[CH:6]=[CH:7][C:8]([N:11]2[CH2:16][CH2:15][CH:14]([C:17]([OH:19])=[O:18])[CH2:13][CH2:12]2)=[N:9][CH:10]=1.[C:22](=O)([O-])[O-].[K+].[K+].O. The catalyst is CN(C=O)C. The product is [F:21][C:4]([F:3])([F:20])[C:5]1[CH:6]=[CH:7][C:8]([N:11]2[CH2:16][CH2:15][CH:14]([C:17]([O:19][CH3:22])=[O:18])[CH2:13][CH2:12]2)=[N:9][CH:10]=1. The yield is 0.980. (6) The reactants are Br[Zn][CH2:3][C:4]([O:6][CH2:7][CH3:8])=[O:5].[CH:9]([C:12]([C:14]1[CH:19]=[CH:18][CH:17]=[CH:16][CH:15]=1)=[O:13])=[CH:10][CH3:11].Cl.C(OCC)(=O)C. The catalyst is C1COCC1. The product is [OH:13][C:12]([C:14]1[CH:19]=[CH:18][CH:17]=[CH:16][CH:15]=1)([CH:9]=[CH:10][CH3:11])[CH2:3][C:4]([O:6][CH2:7][CH3:8])=[O:5]. The yield is 0.930. (7) The reactants are [O:1]1[CH2:6][CH2:5][N:4]([C:7]2[CH:14]=[CH:13][C:10]([C:11]#[N:12])=[CH:9][C:8]=2[C:15]([F:18])([F:17])[F:16])[CH2:3][CH2:2]1.[NH2:19][OH:20]. The catalyst is C(O)C. The product is [OH:20][N:19]=[C:11]([NH2:12])[C:10]1[CH:13]=[CH:14][C:7]([N:4]2[CH2:3][CH2:2][O:1][CH2:6][CH2:5]2)=[C:8]([C:15]([F:18])([F:17])[F:16])[CH:9]=1. The yield is 0.910.